From a dataset of NCI-60 drug combinations with 297,098 pairs across 59 cell lines. Regression. Given two drug SMILES strings and cell line genomic features, predict the synergy score measuring deviation from expected non-interaction effect. Drug 1: C1CCC(CC1)NC(=O)N(CCCl)N=O. Drug 2: C1=CN(C(=O)N=C1N)C2C(C(C(O2)CO)O)O.Cl. Cell line: SK-OV-3. Synergy scores: CSS=20.3, Synergy_ZIP=-4.90, Synergy_Bliss=2.89, Synergy_Loewe=-2.82, Synergy_HSA=4.40.